Dataset: Forward reaction prediction with 1.9M reactions from USPTO patents (1976-2016). Task: Predict the product of the given reaction. (1) Given the reactants [Cl:1][C:2]1[CH:7]=[CH:6][CH:5]=[C:4]([CH3:8])[C:3]=1[N:9]=[C:10]=[O:11].CC1C=CC=C(C)C=1N=C=O.[NH2:23][C:24]1[CH:32]=[C:31]([F:33])[C:30]([F:34])=[CH:29][C:25]=1[C:26]([OH:28])=O.NC1C(C(O)=O)=CC2C(C=1)=CC=CC=2.C([NH:66][C@H:67]([C:72]([OH:74])=[O:73])[CH2:68][CH:69]([CH3:71])[CH3:70])(OCC1C2C(=CC=CC=2)C2C1=CC=CC=2)=O.N(C(OCC1C2C(=CC=CC=2)C2C1=CC=CC=2)=O)[C@H](C(O)=O)CC(=O)OC(C)(C)C, predict the reaction product. The product is: [Cl:1][C:2]1[CH:7]=[CH:6][CH:5]=[C:4]([CH3:8])[C:3]=1[NH:9][C:10]([NH:23][C:24]1[CH:32]=[C:31]([F:33])[C:30]([F:34])=[CH:29][C:25]=1[C:26]([NH:66][C@H:67]([C:72]([OH:74])=[O:73])[CH2:68][CH:69]([CH3:71])[CH3:70])=[O:28])=[O:11]. (2) Given the reactants [NH2:1][CH:2]([CH2:10][C:11]1[CH:16]=[CH:15][C:14]([OH:17])=[C:13]([O:18][CH3:19])[CH:12]=1)[C:3]([O:5][C:6]([CH3:9])([CH3:8])[CH3:7])=[O:4].[C:20](Cl)(=[O:29])[O:21][CH2:22][C:23]1[CH:28]=[CH:27][CH:26]=[CH:25][CH:24]=1, predict the reaction product. The product is: [CH2:22]([O:21][C:20]([NH:1][CH:2]([CH2:10][C:11]1[CH:16]=[CH:15][C:14]([OH:17])=[C:13]([O:18][CH3:19])[CH:12]=1)[C:3]([O:5][C:6]([CH3:7])([CH3:9])[CH3:8])=[O:4])=[O:29])[C:23]1[CH:28]=[CH:27][CH:26]=[CH:25][CH:24]=1. (3) Given the reactants [Cl:1][C:2]1[CH:10]=[CH:9][C:5]([C:6](O)=[O:7])=[CH:4][C:3]=1[CH:11]([CH3:30])[C:12]([OH:29])([C:17]1[CH:18]=[CH:19][C:20]2[O:25][CH2:24][C:23](=[O:26])[N:22]([CH3:27])[C:21]=2[CH:28]=1)[C:13]([F:16])([F:15])[F:14].Cl.C[O:33][C:34](=[O:39])[CH2:35][CH2:36][CH2:37][NH2:38], predict the reaction product. The product is: [Cl:1][C:2]1[CH:10]=[CH:9][C:5]([C:6]([NH:38][CH2:37][CH2:36][CH2:35][C:34]([OH:33])=[O:39])=[O:7])=[CH:4][C:3]=1[CH:11]([CH3:30])[C:12]([OH:29])([C:17]1[CH:18]=[CH:19][C:20]2[O:25][CH2:24][C:23](=[O:26])[N:22]([CH3:27])[C:21]=2[CH:28]=1)[C:13]([F:14])([F:15])[F:16]. (4) Given the reactants CO[C:3](=[O:28])[CH:4]([N:8]1[C:14](=[O:15])[CH2:13][CH2:12][N:11]([C:16](=[O:27])/[CH:17]=[CH:18]/[C:19]2[CH:24]=[CH:23][C:22]([Cl:25])=[C:21]([Cl:26])[CH:20]=2)[CH2:10][CH2:9]1)[CH2:5][CH2:6][OH:7].ClC1C=C(/C=C/[C:39]([N:41]2CCC(=O)N(C3CCOC3=O)C[CH2:42]2)=O)C=CC=1Cl.N1CCCCC1, predict the reaction product. The product is: [Cl:26][C:21]1[CH:20]=[C:19](/[CH:18]=[CH:17]/[C:16]([N:11]2[CH2:12][CH2:13][C:14](=[O:15])[N:8]([CH:4]([CH2:5][CH2:6][OH:7])[C:3]([N:41]([CH3:42])[CH3:39])=[O:28])[CH2:9][CH2:10]2)=[O:27])[CH:24]=[CH:23][C:22]=1[Cl:25]. (5) Given the reactants [CH3:1][N:2]1[C:10]2[C:5](=[CH:6][C:7]([NH:11][C:12]3[N:17]4[N:18]=[CH:19][C:20]([C:21]([OH:23])=O)=[C:16]4[N:15]=[CH:14][C:13]=3[C:24]([N:26]3[CH2:31][CH2:30][CH:29]([C:32]4[CH:37]=[CH:36][CH:35]=[CH:34][CH:33]=4)[CH2:28][CH2:27]3)=[O:25])=[CH:8][CH:9]=2)[CH:4]=[CH:3]1.[CH2:38]([S:40]([NH2:43])(=[O:42])=[O:41])[CH3:39], predict the reaction product. The product is: [CH3:1][N:2]1[C:10]2[C:5](=[CH:6][C:7]([NH:11][C:12]3[N:17]4[N:18]=[CH:19][C:20]([C:21]([NH:43][S:40]([CH2:38][CH3:39])(=[O:42])=[O:41])=[O:23])=[C:16]4[N:15]=[CH:14][C:13]=3[C:24]([N:26]3[CH2:27][CH2:28][CH:29]([C:32]4[CH:37]=[CH:36][CH:35]=[CH:34][CH:33]=4)[CH2:30][CH2:31]3)=[O:25])=[CH:8][CH:9]=2)[CH:4]=[CH:3]1. (6) The product is: [C:10]([NH:9][O:8][C:5]([CH3:7])([CH3:6])[CH2:4][OH:3])([O:12][C:13]([CH3:15])([CH3:16])[CH3:14])=[O:11]. Given the reactants C([O:3][C:4](=O)[C:5]([O:8][NH:9][C:10]([O:12][C:13]([CH3:16])([CH3:15])[CH3:14])=[O:11])([CH3:7])[CH3:6])C.[AlH4-].[Li+].O1CCCC1, predict the reaction product. (7) The product is: [F:29][C:26]1[CH:25]=[C:17]([CH:16]=[C:15]([F:14])[C:27]=1[F:28])[CH2:18][N:19]1[CH:23]=[CH:22][C:21]([NH:24][CH:10]2[CH2:11][CH2:12][N:7]([C:5]3[S:4][N:3]=[C:2]([CH3:1])[N:6]=3)[CH2:8][CH2:9]2)=[N:20]1. Given the reactants [CH3:1][C:2]1[N:6]=[C:5]([N:7]2[CH2:12][CH2:11][C:10](=O)[CH2:9][CH2:8]2)[S:4][N:3]=1.[F:14][C:15]1[CH:16]=[C:17]([CH:25]=[C:26]([F:29])[C:27]=1[F:28])[CH2:18][N:19]1[CH:23]=[CH:22][C:21]([NH2:24])=[N:20]1, predict the reaction product.